Dataset: Full USPTO retrosynthesis dataset with 1.9M reactions from patents (1976-2016). Task: Predict the reactants needed to synthesize the given product. (1) Given the product [O:26]1[CH2:27][CH2:28][N:29]([C:32]2[CH:33]=[CH:34][C:35]([NH:36][C:2]3[C:3]4[NH:16][N:15]=[CH:14][C:4]=4[N:5]=[C:6]([C:8]4[CH:9]=[CH:10][CH:11]=[CH:12][CH:13]=4)[N:7]=3)=[CH:37][CH:38]=2)[CH2:30][CH2:31]1, predict the reactants needed to synthesize it. The reactants are: Cl[C:2]1[C:3]2[C:4](=[CH:14][N:15](CC3C=CC(OC)=CC=3)[N:16]=2)[N:5]=[C:6]([C:8]2[CH:13]=[CH:12][CH:11]=[CH:10][CH:9]=2)[N:7]=1.[O:26]1[CH2:31][CH2:30][N:29]([C:32]2[CH:38]=[CH:37][C:35]([NH2:36])=[CH:34][CH:33]=2)[CH2:28][CH2:27]1.Cl. (2) The reactants are: [CH:1]1([NH2:8])[CH2:7][CH2:6][CH2:5][CH2:4][CH2:3][CH2:2]1.[F:9][C:10]1[C:15]([F:16])=[C:14]([C:17](O)=[O:18])[C:13]([F:20])=[C:12]([F:21])[C:11]=1[CH3:22]. Given the product [CH:1]1([NH:8][C:17](=[O:18])[C:14]2[C:13]([F:20])=[C:12]([F:21])[C:11]([CH3:22])=[C:10]([F:9])[C:15]=2[F:16])[CH2:7][CH2:6][CH2:5][CH2:4][CH2:3][CH2:2]1, predict the reactants needed to synthesize it. (3) Given the product [Cl:10][C:4]1[CH:5]=[C:6]([NH:8][CH3:9])[N:7]=[C:2]([NH:11][C@@H:12]2[CH2:13][CH2:14][C@H:15]([C:18]([NH:20][CH2:21][C:22]3[CH:27]=[CH:26][CH:25]=[CH:24][C:23]=3[C:28]([F:29])([F:30])[F:31])=[O:19])[CH2:16][CH2:17]2)[N:3]=1, predict the reactants needed to synthesize it. The reactants are: Cl[C:2]1[N:7]=[C:6]([NH:8][CH3:9])[CH:5]=[C:4]([Cl:10])[N:3]=1.[NH2:11][C@@H:12]1[CH2:17][CH2:16][C@H:15]([C:18]([NH:20][CH2:21][C:22]2[CH:27]=[CH:26][CH:25]=[CH:24][C:23]=2[C:28]([F:31])([F:30])[F:29])=[O:19])[CH2:14][CH2:13]1.FC(F)(F)C([O-])=O.[OH-].[Na+]. (4) Given the product [CH3:6][S:7]([O:5][CH:3]([CH3:4])[CH2:2][F:1])(=[O:9])=[O:8], predict the reactants needed to synthesize it. The reactants are: [F:1][CH2:2][CH:3]([OH:5])[CH3:4].[CH3:6][S:7](Cl)(=[O:9])=[O:8]. (5) The reactants are: [CH:1]1([C:6]2[S:10][C:9]([C:11]3[CH:17]=[CH:16][CH:15]=[CH:14][C:12]=3[NH2:13])=[N:8][N:7]=2)[CH2:5]CC[CH2:2]1.C(=O)(C)CCl. Given the product [CH:1]([C:6]1[S:10][C:9]([C:11]2[CH:17]=[CH:16][CH:15]=[CH:14][C:12]=2[NH2:13])=[N:8][N:7]=1)([CH3:5])[CH3:2], predict the reactants needed to synthesize it. (6) The reactants are: [C:1]([C:3]1[S:4][C:5]([C:9]([O:11][CH2:12][CH3:13])=[O:10])=[C:6]([CH3:8])[N:7]=1)#[CH:2].C(N(CC)C(C)C)(C)C.[CH2:23]([N:30]=[N+:31]=[N-:32])[C:24]1[CH:29]=[CH:28][CH:27]=[CH:26][CH:25]=1. Given the product [CH2:23]([N:30]1[CH:2]=[C:1]([C:3]2[S:4][C:5]([C:9]([O:11][CH2:12][CH3:13])=[O:10])=[C:6]([CH3:8])[N:7]=2)[N:32]=[N:31]1)[C:24]1[CH:29]=[CH:28][CH:27]=[CH:26][CH:25]=1, predict the reactants needed to synthesize it. (7) The reactants are: [CH3:1][C@H:2]1[C@@H:7]2[C:8]3([CH2:17][C:18]4[CH:19]=[C:20]([C:24]#[N:25])[CH:21]=[N:22][C:23]=4[N:6]2[CH2:5][C@@H:4]([CH3:26])[O:3]1)[C:13](=[O:14])[NH:12][C:11](=[O:15])[NH:10][C:9]3=[O:16].Cl.NO.Cl.C[O:32][NH2:33].C(=O)(O)[O-].[Na+]. Given the product [OH:32][NH:33][C:24]([C:20]1[CH:21]=[N:22][C:23]2[N:6]3[CH2:5][C@@H:4]([CH3:26])[O:3][C@@H:2]([CH3:1])[C@@H:7]3[C:8]3([C:9](=[O:16])[NH:10][C:11](=[O:15])[NH:12][C:13]3=[O:14])[CH2:17][C:18]=2[CH:19]=1)=[NH:25], predict the reactants needed to synthesize it. (8) Given the product [NH:48]1[C:44]2[CH:43]=[CH:42][N:41]=[C:40]([NH:39][C:37]([CH:34]3[CH2:35][CH2:36]3)=[O:38])[C:45]=2[CH:46]=[CH:47]1, predict the reactants needed to synthesize it. The reactants are: NC1C2C=CN(C(OCC3C=CC=CC=3)=O)C=2C=CN=1.C(N(CC)CC)C.C1(C(Cl)=O)CC1.[CH:34]1([C:37]([N:39](C(C2CC2)=O)[C:40]2[C:45]3[CH:46]=[CH:47][N:48](C(OCC4C=CC=CC=4)=O)[C:44]=3[CH:43]=[CH:42][N:41]=2)=[O:38])[CH2:36][CH2:35]1.C1(C(NC2C3C=CN(C(OCC4C=CC=CC=4)=O)C=3C=CN=2)=O)CC1.C(=O)([O-])[O-].[K+].[K+]. (9) Given the product [Cl:1][C:2]1[CH:3]=[CH:4][C:5]2[N:11]3[CH:12]=[CH:13][CH:14]=[C:10]3[CH:9]([CH2:15][C:16]([O:18][CH2:19][CH3:20])=[O:17])[CH2:8][CH:7]([C:21]3[CH:26]=[CH:25][CH:24]=[C:23]([O:27][CH3:28])[C:22]=3[O:29][CH3:30])[C:6]=2[CH:31]=1, predict the reactants needed to synthesize it. The reactants are: [Cl:1][C:2]1[CH:3]=[CH:4][C:5]2[N:11]3[CH:12]=[CH:13][CH:14]=[C:10]3[C:9](=[CH:15][C:16]([O:18][CH2:19][CH3:20])=[O:17])[CH2:8][CH:7]([C:21]3[CH:26]=[CH:25][CH:24]=[C:23]([O:27][CH3:28])[C:22]=3[O:29][CH3:30])[C:6]=2[CH:31]=1.